This data is from Retrosynthesis with 50K atom-mapped reactions and 10 reaction types from USPTO. The task is: Predict the reactants needed to synthesize the given product. (1) Given the product Cc1c(/C=C2\C(=O)Nc3cccc(-c4cccc(F)c4)c32)[nH]c2c1C(=O)N(CCN(C)C)CCC2, predict the reactants needed to synthesize it. The reactants are: Cc1c(C=O)[nH]c2c1C(=O)N(CCN(C)C)CCC2.O=C1Cc2c(cccc2-c2cccc(F)c2)N1. (2) Given the product Nc1ccc2c(c1)NCCO2, predict the reactants needed to synthesize it. The reactants are: O=[N+]([O-])c1ccc2c(c1)NCCO2. (3) Given the product CC(=O)SCC(=O)NCCCCCNC(=O)Nc1ccccc1, predict the reactants needed to synthesize it. The reactants are: CC(=O)SCC(=O)NCCCCCN.O=C=Nc1ccccc1. (4) The reactants are: CC(C)(C)[Si](C)(C)OCCBr.Cc1ccc(-c2nc3ccccc3o2)cc1O. Given the product Cc1ccc(-c2nc3ccccc3o2)cc1OCCO[Si](C)(C)C(C)(C)C, predict the reactants needed to synthesize it. (5) The reactants are: CC(C)(C)OC(=O)CBr.CC(C)(C)c1ccccc1N1CCN(C(=O)c2ccc(N3CCNC3=O)cc2)CC1. Given the product CC(C)(C)OC(=O)CN1CCN(c2ccc(C(=O)N3CCN(c4ccccc4C(C)(C)C)CC3)cc2)C1=O, predict the reactants needed to synthesize it.